Dataset: Catalyst prediction with 721,799 reactions and 888 catalyst types from USPTO. Task: Predict which catalyst facilitates the given reaction. (1) Reactant: [CH3:1][O:2][C:3](=[O:15])[C:4]1[CH:9]=[C:8]([Cl:10])[CH:7]=[C:6]([N+:11]([O-])=O)[C:5]=1[NH2:14].[H][H]. Product: [CH3:1][O:2][C:3](=[O:15])[C:4]1[CH:9]=[C:8]([Cl:10])[CH:7]=[C:6]([NH2:11])[C:5]=1[NH2:14]. The catalyst class is: 19. (2) Reactant: [C:1]([O:5][C:6]([N:8]1[CH2:11][CH:10]([OH:12])[CH2:9]1)=[O:7])([CH3:4])([CH3:3])[CH3:2].[C:13]([Si:17](Cl)([C:24]1[CH:29]=[CH:28][CH:27]=[CH:26][CH:25]=1)[C:18]1[CH:23]=[CH:22][CH:21]=[CH:20][CH:19]=1)([CH3:16])([CH3:15])[CH3:14].N1C=CN=C1. Product: [C:1]([O:5][C:6]([N:8]1[CH2:11][CH:10]([O:12][Si:17]([C:13]([CH3:16])([CH3:15])[CH3:14])([C:24]2[CH:25]=[CH:26][CH:27]=[CH:28][CH:29]=2)[C:18]2[CH:23]=[CH:22][CH:21]=[CH:20][CH:19]=2)[CH2:9]1)=[O:7])([CH3:4])([CH3:2])[CH3:3]. The catalyst class is: 3.